Predict which catalyst facilitates the given reaction. From a dataset of Catalyst prediction with 721,799 reactions and 888 catalyst types from USPTO. (1) Reactant: C([O:5][C:6](=[O:19])[C:7]1[CH:12]=[C:11]([CH3:13])[N:10]=[C:9]([NH:14][CH2:15][CH2:16][CH:17]=[CH2:18])[CH:8]=1)(C)(C)C. Product: [CH2:15]([NH:14][C:9]1[CH:8]=[C:7]([CH:12]=[C:11]([CH3:13])[N:10]=1)[C:6]([OH:19])=[O:5])[CH2:16][CH:17]=[CH2:18]. The catalyst class is: 67. (2) Reactant: [CH2:1]([O:5][C:6]([C:8]1[N:9]=[C:10](O)[C:11]2[C:16]([C:17]=1[OH:18])=[CH:15][CH:14]=[C:13]([Br:19])[CH:12]=2)=[O:7])[CH2:2][CH2:3][CH3:4].P(Cl)(Cl)([Cl:23])=O. Product: [CH2:1]([O:5][C:6]([C:8]1[N:9]=[C:10]([Cl:23])[C:11]2[C:16]([C:17]=1[OH:18])=[CH:15][CH:14]=[C:13]([Br:19])[CH:12]=2)=[O:7])[CH2:2][CH2:3][CH3:4]. The catalyst class is: 10. (3) Reactant: [CH2:1]([O:5][CH2:6][CH2:7][O:8][C:9]1[CH:14]=[CH:13][C:12]([C:15]2[CH:20]=[CH:19][C:18]([N:21]3[CH2:25][CH:24]=[CH:23][CH2:22]3)=[C:17](/[CH:26]=[C:27](\[CH3:33])/[C:28]([O:30]CC)=[O:29])[CH:16]=2)=[CH:11][CH:10]=1)[CH2:2][CH2:3][CH3:4].[OH-].[Na+].O.Cl. Product: [CH2:1]([O:5][CH2:6][CH2:7][O:8][C:9]1[CH:10]=[CH:11][C:12]([C:15]2[CH:20]=[CH:19][C:18]([N:21]3[CH2:25][CH:24]=[CH:23][CH2:22]3)=[C:17](/[CH:26]=[C:27](\[CH3:33])/[C:28]([OH:30])=[O:29])[CH:16]=2)=[CH:13][CH:14]=1)[CH2:2][CH2:3][CH3:4]. The catalyst class is: 36. (4) Product: [ClH:1].[C:31]1([S:28]([N:25]2[C:18]3=[N:19][CH:20]=[C:21]([N+:22]([O-:24])=[O:23])[C:16]([NH:15][CH:11]4[CH2:12][CH2:13][CH2:14][NH:9][CH2:10]4)=[C:17]3[CH:27]=[CH:26]2)(=[O:29])=[O:30])[CH:36]=[CH:35][CH:34]=[CH:33][CH:32]=1. Reactant: [ClH:1].C(OC([N:9]1[CH2:14][CH2:13][CH2:12][CH:11]([NH:15][C:16]2[C:21]([N+:22]([O-:24])=[O:23])=[CH:20][N:19]=[C:18]3[N:25]([S:28]([C:31]4[CH:36]=[CH:35][CH:34]=[CH:33][CH:32]=4)(=[O:30])=[O:29])[CH:26]=[CH:27][C:17]=23)[CH2:10]1)=O)(C)(C)C. The catalyst class is: 12.